From a dataset of Forward reaction prediction with 1.9M reactions from USPTO patents (1976-2016). Predict the product of the given reaction. (1) Given the reactants C([N:8]1[CH2:14][C@H:13]([OH:15])[CH2:12][C@H:9]1[CH2:10][OH:11])(OC(C)(C)C)=O.[ClH:16].O1CCOCC1, predict the reaction product. The product is: [ClH:16].[OH:11][CH2:10][C@H:9]1[NH:8][CH2:14][C@H:13]([OH:15])[CH2:12]1. (2) Given the reactants [NH2:1][C:2]([C:4]1[CH:9]=[C:8]([CH3:10])[CH:7]=[CH:6][C:5]=1[NH:11][C:12](=O)[C:13]([O:15][CH2:16][CH3:17])=[O:14])=[O:3].CC[O-].[Na+].Cl, predict the reaction product. The product is: [CH3:10][C:8]1[CH:9]=[C:4]2[C:5](=[CH:6][CH:7]=1)[N:11]=[C:12]([C:13]([O:15][CH2:16][CH3:17])=[O:14])[NH:1][C:2]2=[O:3].